From a dataset of Reaction yield outcomes from USPTO patents with 853,638 reactions. Predict the reaction yield, written as a fraction of the theoretical maximum amount of product (1.0 means a 100% yield; for example, 0.34 means a 34% yield). (1) The reactants are C[Si]([C:5]#[C:6][C:7]1[CH:8]=[CH:9][C:10](=[O:13])[O:11][CH:12]=1)(C)C.C(O)(=O)C.[F-].C([N+](CCCC)(CCCC)CCCC)CCC. The catalyst is C1COCC1. The product is [C:6]([C:7]1[CH:8]=[CH:9][C:10](=[O:13])[O:11][CH:12]=1)#[CH:5]. The yield is 0.960. (2) The yield is 0.960. The catalyst is CO.C(OCC)(=O)C.ClCCl. The product is [CH3:1][O:2][C@H:3]1[C@@H:9]2[O:10][CH2:11][C@H:12]([O:13][S:31]([CH3:30])(=[O:33])=[O:32])[C@@H:8]2[O:7][C@H:4]1[O:5][CH3:6]. The reactants are [CH3:1][O:2][C@H:3]1[C@@H:9]2[O:10][CH2:11][C@H:12]([O:13]C(C3C=CC=CC=3)=O)[C@@H:8]2[O:7][C@H:4]1[O:5][CH3:6].[OH-].[Na+].N1C=CC=CC=1.[CH3:30][S:31](Cl)(=[O:33])=[O:32]. (3) The yield is 0.877. The catalyst is COCCOC.O.C1C=CC([P]([Pd]([P](C2C=CC=CC=2)(C2C=CC=CC=2)C2C=CC=CC=2)([P](C2C=CC=CC=2)(C2C=CC=CC=2)C2C=CC=CC=2)[P](C2C=CC=CC=2)(C2C=CC=CC=2)C2C=CC=CC=2)(C2C=CC=CC=2)C2C=CC=CC=2)=CC=1. The reactants are Br[C:2]1[NH:3][C:4]2[C:9]([C:10]=1[CH:11]1[CH2:16][CH2:15][CH2:14][CH2:13][CH2:12]1)=[CH:8][CH:7]=[C:6]([C:17]([O:19][CH3:20])=[O:18])[CH:5]=2.[OH:21][C:22]1[CH:27]=[CH:26][CH:25]=[CH:24][C:23]=1B(O)O.[Cl-].[Li+].C(=O)([O-])[O-].[Na+].[Na+]. The product is [CH:11]1([C:10]2[C:9]3[C:4](=[CH:5][C:6]([C:17]([O:19][CH3:20])=[O:18])=[CH:7][CH:8]=3)[NH:3][C:2]=2[C:23]2[CH:24]=[CH:25][CH:26]=[CH:27][C:22]=2[OH:21])[CH2:16][CH2:15][CH2:14][CH2:13][CH2:12]1. (4) The reactants are I[C:2]1[CH:7]=[CH:6][N:5]=[C:4]([C:8]([CH3:12])([CH3:11])[C:9]#[N:10])[CH:3]=1.[B:13]1([B:13]2[O:17][C:16]([CH3:19])([CH3:18])[C:15]([CH3:21])([CH3:20])[O:14]2)[O:17][C:16]([CH3:19])([CH3:18])[C:15]([CH3:21])([CH3:20])[O:14]1.C([O-])(=O)C.[K+].ClCCl. The catalyst is O1CCOCC1. The product is [CH3:11][C:8]([C:4]1[CH:3]=[C:2]([B:13]2[O:17][C:16]([CH3:19])([CH3:18])[C:15]([CH3:21])([CH3:20])[O:14]2)[CH:7]=[CH:6][N:5]=1)([CH3:12])[C:9]#[N:10]. The yield is 1.00. (5) The reactants are [Si]([O:8][C@@H:9]1[CH2:13][C@@H:12]([NH:14][C:15]2[CH:20]=[C:19]([NH:21][C@H:22]3[C:30]4[C:25](=[CH:26][CH:27]=[CH:28][CH:29]=4)[CH2:24][C@H:23]3[O:31][CH3:32])[N:18]=[CH:17][N:16]=2)[CH2:11][C@@H:10]1[CH2:33][OH:34])(C(C)(C)C)(C)C.N1C=CC=CC=1.Cl[S:42]([NH2:45])(=[O:44])=[O:43]. The catalyst is C(#N)C. The product is [S:42](=[O:44])(=[O:43])([O:34][CH2:33][C@H:10]1[CH2:11][C@H:12]([NH:14][C:15]2[CH:20]=[C:19]([NH:21][C@H:22]3[C:30]4[C:25](=[CH:26][CH:27]=[CH:28][CH:29]=4)[CH2:24][C@H:23]3[O:31][CH3:32])[N:18]=[CH:17][N:16]=2)[CH2:13][C@H:9]1[OH:8])[NH2:45]. The yield is 0.570. (6) The reactants are Cl.[N:2]12[CH2:9][CH2:8][CH:5]([CH2:6][CH2:7]1)[C@@H:4]([OH:10])[CH2:3]2. The catalyst is [OH-].[Na+]. The product is [N:2]12[CH2:9][CH2:8][CH:5]([CH2:6][CH2:7]1)[C@@H:4]([OH:10])[CH2:3]2. The yield is 0.990. (7) The reactants are [C:1]([C:3]1[CH:8]=[CH:7][CH:6]=[CH:5][C:4]=1[C:9]1[CH:14]=[CH:13][C:12]([CH2:15][C:16]2[C:17](=[O:44])[N:18]([C@H:28]3[CH2:33][CH2:32][C@H:31]([O:34][CH:35]([CH2:41][CH2:42][OH:43])[C:36]([O:38][CH2:39][CH3:40])=[O:37])[CH2:30][CH2:29]3)[C:19]3[N:20]([N:25]=[CH:26][N:27]=3)[C:21]=2[CH2:22][CH2:23][CH3:24])=[CH:11][CH:10]=1)#[N:2].[CH3:45][C:46]1[CH:51]=[CH:50][C:49]([S:52](Cl)(=[O:54])=[O:53])=[CH:48][CH:47]=1.Cl. The catalyst is N1C=CC=CC=1. The product is [C:1]([C:3]1[CH:8]=[CH:7][CH:6]=[CH:5][C:4]=1[C:9]1[CH:14]=[CH:13][C:12]([CH2:15][C:16]2[C:17](=[O:44])[N:18]([C@H:28]3[CH2:33][CH2:32][C@H:31]([O:34][CH:35]([CH2:41][CH2:42][O:43][S:52]([C:49]4[CH:50]=[CH:51][C:46]([CH3:45])=[CH:47][CH:48]=4)(=[O:54])=[O:53])[C:36]([O:38][CH2:39][CH3:40])=[O:37])[CH2:30][CH2:29]3)[C:19]3[N:20]([N:25]=[CH:26][N:27]=3)[C:21]=2[CH2:22][CH2:23][CH3:24])=[CH:11][CH:10]=1)#[N:2]. The yield is 0.650. (8) The reactants are [I-].C[S+](C)C.[H-].[Na+].[F:8][C:9]([F:19])([F:18])[C:10]1[CH:17]=[CH:16][C:13]([CH:14]=[CH2:15])=[CH:12][CH:11]=1.[OH2:20]. The catalyst is CS(C)=O. The product is [F:8][C:9]([F:18])([F:19])[C:10]1[CH:17]=[CH:16][C:13]([CH:14]2[CH2:15][O:20]2)=[CH:12][CH:11]=1. The yield is 0.810.